This data is from Reaction yield outcomes from USPTO patents with 853,638 reactions. The task is: Predict the reaction yield, written as a fraction of the theoretical maximum amount of product (1.0 means a 100% yield; for example, 0.34 means a 34% yield). (1) The reactants are [F:1][C:2]([F:12])([F:11])[C:3]1[N:8]=[CH:7][C:6]([CH2:9][NH2:10])=[CH:5][CH:4]=1.C(N(CC)C(C)C)(C)C.Cl[C:23]1[S:24][C:25]([CH:29]=[O:30])=[C:26]([Cl:28])[N:27]=1. The catalyst is O1CCCC1. The product is [Cl:28][C:26]1[N:27]=[C:23]([NH:10][CH2:9][C:6]2[CH:7]=[N:8][C:3]([C:2]([F:11])([F:1])[F:12])=[CH:4][CH:5]=2)[S:24][C:25]=1[CH:29]=[O:30]. The yield is 0.660. (2) The reactants are [OH-:1].[Na+].[Br:3][C:4]1[CH:5]=[C:6]2[C:11]([NH:12][C@@H:13]3[CH2:17][N:16]([C:18]([O:20][CH2:21][C:22]4[CH:27]=[CH:26][CH:25]=[CH:24][CH:23]=4)=[O:19])[CH2:15][C@@:14]3([F:29])[CH3:28])=[C:10]([C:30]#[N:31])[CH:9]=[N:8][N:7]2[CH:32]=1.OO. The catalyst is CS(C)=O.CO. The product is [Br:3][C:4]1[CH:5]=[C:6]2[C:11]([NH:12][C@@H:13]3[CH2:17][N:16]([C:18]([O:20][CH2:21][C:22]4[CH:27]=[CH:26][CH:25]=[CH:24][CH:23]=4)=[O:19])[CH2:15][C@@:14]3([F:29])[CH3:28])=[C:10]([C:30](=[O:1])[NH2:31])[CH:9]=[N:8][N:7]2[CH:32]=1. The yield is 0.920. (3) The reactants are [N:1]1[CH:6]=[CH:5][CH:4]=[C:3]([C:7]2[CH:16]=[C:15]3[C:10]([CH:11]=[CH:12][N:13]=[CH:14]3)=[CH:9][C:8]=2[OH:17])[CH:2]=1.Cl[C:19]1[C:28]2[C:23](=[CH:24][C:25]([O:31][CH3:32])=[C:26]([O:29][CH3:30])[CH:27]=2)[N:22]=[CH:21][CH:20]=1.O. The catalyst is CN(C)C1C=CN=CC=1.ClC1C=CC=CC=1Cl. The product is [CH3:30][O:29][C:26]1[CH:27]=[C:28]2[C:23](=[CH:24][C:25]=1[O:31][CH3:32])[N:22]=[CH:21][CH:20]=[C:19]2[O:17][C:8]1[CH:9]=[C:10]2[C:15](=[CH:16][C:7]=1[C:3]1[CH:2]=[N:1][CH:6]=[CH:5][CH:4]=1)[CH:14]=[N:13][CH:12]=[CH:11]2. The yield is 0.550. (4) The reactants are [CH3:1][C:2]1([CH3:34])[CH2:6][CH2:5][C@@H:4]([C:7](=[O:26])[NH:8][CH2:9][C:10]2[CH:15]=[C:14]([C:16]3[CH:17]=[N:18][C:19]([C:22]([F:25])([F:24])[F:23])=[CH:20][CH:21]=3)[N:13]=[CH:12][N:11]=2)[N:3]1C(OC(C)(C)C)=O.[ClH:35].O1CCOCC1. No catalyst specified. The product is [ClH:35].[CH3:1][C:2]1([CH3:34])[NH:3][C@H:4]([C:7]([NH:8][CH2:9][C:10]2[CH:15]=[C:14]([C:16]3[CH:17]=[N:18][C:19]([C:22]([F:25])([F:23])[F:24])=[CH:20][CH:21]=3)[N:13]=[CH:12][N:11]=2)=[O:26])[CH2:5][CH2:6]1. The yield is 0.810. (5) The reactants are [NH2:1][C:2]1[CH:3]=[C:4]2[C:8](=[CH:9][CH:10]=1)[CH2:7][CH2:6][CH2:5]2.[C:11](OC(=O)C)(=[O:13])[CH3:12]. The catalyst is C(O)(=O)C. The product is [C:11]([NH:1][C:2]1[CH:3]=[C:4]2[C:8](=[CH:9][CH:10]=1)[CH2:7][CH2:6][CH2:5]2)(=[O:13])[CH3:12]. The yield is 0.846. (6) The yield is 0.870. The reactants are [CH2:1]([Si:3]([CH2:13][CH3:14])([CH2:11][CH3:12])[O:4]/[C:5](/[CH:8]=[CH:9]/[CH3:10])=[CH:6]\[CH3:7])[CH3:2].[N+:15]([C:18]1[CH:25]=[N:24][CH:23]=[CH:22][C:19]=1[CH:20]=[O:21])([O-:17])=[O:16].CC(C)(C)/C(/O)=C/C(C(C(C(F)(F)F)(F)F)(F)F)=O.CC(C)(C)/C(/O)=C/C(C(C(C(F)(F)F)(F)F)(F)F)=O.CC(C)(C)/C(/O)=C/C(C(C(C(F)(F)F)(F)F)(F)F)=O.[Eu]. The product is [CH3:7][C@H:6]1[C:5]([O:4][Si:3]([CH2:11][CH3:12])([CH2:1][CH3:2])[CH2:13][CH3:14])=[CH:8][C@@H:9]([CH3:10])[O:21][C@H:20]1[C:19]1[CH:22]=[CH:23][N:24]=[CH:25][C:18]=1[N+:15]([O-:17])=[O:16]. The catalyst is C(Cl)(Cl)Cl. (7) The reactants are [C:1]([O:5][C:6]([NH:8][C:9]1[CH:14]=[C:13]([CH2:15][CH2:16][C:17]([O:19]C)=[O:18])[CH:12]=[CH:11][N:10]=1)=[O:7])([CH3:4])([CH3:3])[CH3:2].[OH-].[Na+]. The catalyst is CO. The product is [C:1]([O:5][C:6]([NH:8][C:9]1[CH:14]=[C:13]([CH2:15][CH2:16][C:17]([OH:19])=[O:18])[CH:12]=[CH:11][N:10]=1)=[O:7])([CH3:4])([CH3:2])[CH3:3]. The yield is 0.380. (8) The reactants are C[C:2]([CH3:5])([O-])[CH3:3].[Na+].[Br:7][C:8]1[CH:15]=[CH:14][C:11]([CH:12]=O)=[CH:10][CH:9]=1.[OH2:16]. The catalyst is CN(C=O)C. The product is [Br:7][C:8]1[CH:15]=[CH:14][C:11]([CH:12]=[C:2]([CH3:5])[CH2:3][OH:16])=[CH:10][CH:9]=1. The yield is 0.880.